From a dataset of Hepatocyte clearance measurements from AstraZeneca. Regression/Classification. Given a drug SMILES string, predict its absorption, distribution, metabolism, or excretion properties. Task type varies by dataset: regression for continuous measurements (e.g., permeability, clearance, half-life) or binary classification for categorical outcomes (e.g., BBB penetration, CYP inhibition). For this dataset (clearance_hepatocyte_az), we predict log10(clearance) (log10 of the in vitro intrinsic clearance, CLint, in uL/min per 10^6 hepatocytes; values are censored to the assay range of 3 to 150, which is 0.477 to 2.18 on this log10 scale). (1) The drug is O=C(O)CCc1ccc(OCc2cccc(Br)c2)cc1. The log10(clearance) is 2.18. (2) The log10(clearance) is 0.480. The molecule is COc1ccnc(CCc2nc3c(C)ccnc3[nH]2)c1.